From a dataset of Catalyst prediction with 721,799 reactions and 888 catalyst types from USPTO. Predict which catalyst facilitates the given reaction. (1) Reactant: Br[C:2]1[CH:3]=[CH:4][C:5]([CH3:11])=[C:6]([CH:10]=1)[C:7]([OH:9])=[O:8].[Cl:12][C:13]1[CH:14]=[C:15](B(O)O)[CH:16]=[CH:17][CH:18]=1.C([O-])([O-])=O.[Na+].[Na+]. Product: [Cl:12][C:13]1[CH:18]=[C:17]([C:2]2[CH:3]=[CH:4][C:5]([CH3:11])=[C:6]([C:7]([OH:9])=[O:8])[CH:10]=2)[CH:16]=[CH:15][CH:14]=1. The catalyst class is: 73. (2) Reactant: P(=O)(O)(O)O.C(O)(=O)C.[F:10][C:11]1[C:16]([C:17](O)([CH3:19])[CH3:18])=[CH:15][CH:14]=[CH:13][N:12]=1.C([O-])([O-])=O.[Na+].[Na+]. Product: [F:10][C:11]1[C:16]([C:17]([CH3:19])=[CH2:18])=[CH:15][CH:14]=[CH:13][N:12]=1. The catalyst class is: 6. (3) Reactant: [F:1][C:2]1[CH:44]=[CH:43][C:5]2[C:6]([CH:9]3[CH2:14][CH2:13][N:12]([CH2:15][CH2:16][C:17]4[C:22](=[O:23])[N:21]5[CH2:24][CH2:25][CH2:26][CH:27]([O:28][CH2:29][CH2:30][CH2:31][CH2:32][CH2:33][C:34](=[O:41])[N:35]6[CH2:40][CH2:39][NH:38][CH2:37][CH2:36]6)[C:20]5=[N:19][C:18]=4[CH3:42])[CH2:11][CH2:10]3)=[N:7][O:8][C:4]=2[CH:3]=1.[C:45]1(=[O:51])[O:50][C:48](=[O:49])[CH2:47][CH2:46]1.C(N(C(C)C)CC)(C)C.O. Product: [F:1][C:2]1[CH:44]=[CH:43][C:5]2[C:6]([CH:9]3[CH2:10][CH2:11][N:12]([CH2:15][CH2:16][C:17]4[C:22](=[O:23])[N:21]5[CH2:24][CH2:25][CH2:26][CH:27]([O:28][CH2:29][CH2:30][CH2:31][CH2:32][CH2:33][C:34]([N:35]6[CH2:40][CH2:39][N:38]([C:45](=[O:51])[CH2:46][CH2:47][C:48]([OH:50])=[O:49])[CH2:37][CH2:36]6)=[O:41])[C:20]5=[N:19][C:18]=4[CH3:42])[CH2:13][CH2:14]3)=[N:7][O:8][C:4]=2[CH:3]=1. The catalyst class is: 4. (4) Reactant: [C:1]([C:3]1[CH:4]=[C:5]([CH:36]=[CH:37][CH:38]=1)[CH2:6][N:7]([C:29]1[CH:34]=[CH:33][C:32]([OH:35])=[CH:31][CH:30]=1)[CH:8]1[CH2:13][CH2:12][N:11]([CH:14]([CH3:28])[CH2:15][CH2:16][NH:17][C:18](=[O:27])[C:19]2[C:24]([CH3:25])=[CH:23][CH:22]=[CH:21][C:20]=2[CH3:26])[CH2:10][CH2:9]1)#[N:2].C([O-])([O-])=O.[K+].[K+].[CH3:45][N:46]([CH3:50])[C:47](Cl)=[O:48]. Product: [C:1]([C:3]1[CH:4]=[C:5]([CH:36]=[CH:37][CH:38]=1)[CH2:6][N:7]([CH:8]1[CH2:13][CH2:12][N:11]([CH:14]([CH3:28])[CH2:15][CH2:16][NH:17][C:18](=[O:27])[C:19]2[C:24]([CH3:25])=[CH:23][CH:22]=[CH:21][C:20]=2[CH3:26])[CH2:10][CH2:9]1)[C:29]1[CH:34]=[CH:33][C:32]([O:35][C:47](=[O:48])[N:46]([CH3:50])[CH3:45])=[CH:31][CH:30]=1)#[N:2]. The catalyst class is: 3. (5) Reactant: [N:1]1([CH2:6][C:7]2[NH:8][C:9]3[C:14]([CH:15]=2)=[CH:13][C:12]([CH:16]=O)=[CH:11][CH:10]=3)[CH2:5][CH2:4][CH2:3][CH2:2]1.C(O)(=O)C.[NH:22]1[CH2:26][CH2:25][CH2:24][CH2:23]1.C(O[BH-](OC(=O)C)OC(=O)C)(=O)C.[Na+]. Product: [N:1]1([CH2:6][C:7]2[NH:8][C:9]3[C:14]([CH:15]=2)=[CH:13][C:12]([CH2:16][N:22]2[CH2:26][CH2:25][CH2:24][CH2:23]2)=[CH:11][CH:10]=3)[CH2:5][CH2:4][CH2:3][CH2:2]1. The catalyst class is: 2. (6) Reactant: C(OC(=O)[NH:7][C:8]1[CH:13]=[CH:12][CH:11]=[C:10]([N:14]([S:16]([C:19]2[CH:20]=[C:21]([C:25]3[CH:30]=[CH:29][C:28]([F:31])=[CH:27][CH:26]=3)[CH:22]=[CH:23][CH:24]=2)(=[O:18])=[O:17])[CH3:15])[CH:9]=1)(C)(C)C.C(O)(C(F)(F)F)=O. Product: [NH2:7][C:8]1[CH:9]=[C:10]([N:14]([CH3:15])[S:16]([C:19]2[CH:20]=[C:21]([C:25]3[CH:26]=[CH:27][C:28]([F:31])=[CH:29][CH:30]=3)[CH:22]=[CH:23][CH:24]=2)(=[O:18])=[O:17])[CH:11]=[CH:12][CH:13]=1. The catalyst class is: 2. (7) Reactant: ClCCl.[C:4]([C:6]1[CH:7]=[C:8](B(O)O)[CH:9]=[CH:10][CH:11]=1)#[N:5].Br[C:16]1[CH:21]=[C:20]([N+:22]([O-:24])=[O:23])[CH:19]=[CH:18][C:17]=1[O:25][CH3:26].C(=O)([O-])[O-].[Cs+].[Cs+]. The catalyst class is: 438. Product: [C:4]([C:6]1[CH:7]=[C:8]([C:18]2[CH:19]=[C:20]([N+:22]([O-:24])=[O:23])[CH:21]=[CH:16][C:17]=2[O:25][CH3:26])[CH:9]=[CH:10][CH:11]=1)#[N:5]. (8) The catalyst class is: 1. Reactant: [Cl:1][C:2]1[CH:7]=[CH:6][C:5]([N:8]2[C:14](=[O:15])[CH2:13][C:12]3=[N:16][N:17]=[C:18]([CH3:19])[N:11]3[C:10]3[CH:20]=[CH:21][CH:22]=[CH:23][C:9]2=3)=[CH:4][CH:3]=1.[Li+].C[Si]([N-][Si](C)(C)C)(C)C.Br[CH2:35][C:36]([O:38][C:39]([CH3:42])([CH3:41])[CH3:40])=[O:37].[NH4+].[Cl-]. Product: [Cl:1][C:2]1[CH:7]=[CH:6][C:5]([N:8]2[C:14](=[O:15])[CH:13]([CH2:35][C:36]([O:38][C:39]([CH3:42])([CH3:41])[CH3:40])=[O:37])[C:12]3=[N:16][N:17]=[C:18]([CH3:19])[N:11]3[C:10]3[CH:20]=[CH:21][CH:22]=[CH:23][C:9]2=3)=[CH:4][CH:3]=1.